From a dataset of NCI-60 drug combinations with 297,098 pairs across 59 cell lines. Regression. Given two drug SMILES strings and cell line genomic features, predict the synergy score measuring deviation from expected non-interaction effect. (1) Drug 1: C1CCN(CC1)CCOC2=CC=C(C=C2)C(=O)C3=C(SC4=C3C=CC(=C4)O)C5=CC=C(C=C5)O. Drug 2: CCCS(=O)(=O)NC1=C(C(=C(C=C1)F)C(=O)C2=CNC3=C2C=C(C=N3)C4=CC=C(C=C4)Cl)F. Cell line: MOLT-4. Synergy scores: CSS=27.2, Synergy_ZIP=2.02, Synergy_Bliss=3.54, Synergy_Loewe=-1.35, Synergy_HSA=0.451. (2) Cell line: NCIH23. Drug 1: CC1=C2C(C(=O)C3(C(CC4C(C3C(C(C2(C)C)(CC1OC(=O)C(C(C5=CC=CC=C5)NC(=O)C6=CC=CC=C6)O)O)OC(=O)C7=CC=CC=C7)(CO4)OC(=O)C)O)C)OC(=O)C. Drug 2: CCN(CC)CCCC(C)NC1=C2C=C(C=CC2=NC3=C1C=CC(=C3)Cl)OC. Synergy scores: CSS=32.4, Synergy_ZIP=-11.0, Synergy_Bliss=-6.14, Synergy_Loewe=-9.01, Synergy_HSA=-3.42.